From a dataset of Catalyst prediction with 721,799 reactions and 888 catalyst types from USPTO. Predict which catalyst facilitates the given reaction. (1) Reactant: C([O:8][C:9]1[CH:14]=[CH:13][C:12]([N:15]([CH3:57])[C:16]([C:18]2[CH:22]=[C:21]([C:23]3[CH:24]=[C:25]4[C:30](=[CH:31][C:32]=3[C:33]([N:35]3[C@H:44]([CH3:45])[CH2:43][C:42]5[C:37](=[CH:38][CH:39]=[CH:40][CH:41]=5)[CH2:36]3)=[O:34])[CH2:29][N:28]([C:46](=[O:54])[CH2:47][N:48]3[CH2:53][CH2:52][CH2:51][CH2:50][CH2:49]3)[CH2:27][CH2:26]4)[N:20]([CH3:55])[C:19]=2[CH3:56])=[O:17])=[CH:11][CH:10]=1)C1C=CC=CC=1. The catalyst class is: 29. Product: [OH:8][C:9]1[CH:10]=[CH:11][C:12]([N:15]([CH3:57])[C:16]([C:18]2[CH:22]=[C:21]([C:23]3[CH:24]=[C:25]4[C:30](=[CH:31][C:32]=3[C:33]([N:35]3[C@H:44]([CH3:45])[CH2:43][C:42]5[C:37](=[CH:38][CH:39]=[CH:40][CH:41]=5)[CH2:36]3)=[O:34])[CH2:29][N:28]([C:46](=[O:54])[CH2:47][N:48]3[CH2:49][CH2:50][CH2:51][CH2:52][CH2:53]3)[CH2:27][CH2:26]4)[N:20]([CH3:55])[C:19]=2[CH3:56])=[O:17])=[CH:13][CH:14]=1. (2) Reactant: C(N(CC)CC)C.[F:8][C:9]1[CH:10]=[C:11]2[C:17]([CH:18]=[O:19])=[CH:16][N:15](C(OC(C)(C)C)=O)[C:12]2=[N:13][CH:14]=1.[CH:27](=[N:34][C:35]1[CH:40]=[CH:39][CH:38]=[C:37]([O:41][CH3:42])[CH:36]=1)[C:28]1[CH:33]=[CH:32][CH:31]=[CH:30][CH:29]=1. Product: [F:8][C:9]1[CH:10]=[C:11]2[C:17]([C:18](=[O:19])[CH:27]([NH:34][C:35]3[CH:40]=[CH:39][CH:38]=[C:37]([O:41][CH3:42])[CH:36]=3)[C:28]3[CH:29]=[CH:30][CH:31]=[CH:32][CH:33]=3)=[CH:16][NH:15][C:12]2=[N:13][CH:14]=1. The catalyst class is: 433. (3) Reactant: [CH2:1]([NH:8][C@@H:9]([C:12]([CH3:15])([CH3:14])[CH3:13])[CH2:10][OH:11])[C:2]1[CH:7]=[CH:6][CH:5]=[CH:4][CH:3]=1.CCN(C(C)C)C(C)C.[S:25](Cl)(Cl)=[O:26]. Product: [C:12]([C@H:9]1[CH2:10][O:11][S:25](=[O:26])[N:8]1[CH2:1][C:2]1[CH:7]=[CH:6][CH:5]=[CH:4][CH:3]=1)([CH3:15])([CH3:14])[CH3:13]. The catalyst class is: 2. (4) Reactant: C1(CC([C:11]2[CH:16]=[CH:15][CH:14]=[C:13]([N+:17]([O-:19])=[O:18])[CH:12]=2)C(O)=O)CCCC1.[C:20](Cl)(=[O:24])[C:21](Cl)=O.[NH2:26][C:27]1[S:28][CH:29]=[CH:30][N:31]=1.C(N(CC)[CH:36]([CH3:38])[CH3:37])(C)C.O1C[CH2:44][CH2:43][CH2:42]1. Product: [CH:36]1([CH2:37][CH:21]([C:12]2[CH:11]=[CH:16][CH:15]=[CH:14][C:13]=2[N+:17]([O-:19])=[O:18])[C:20]([NH:26][C:27]2[S:28][CH:29]=[CH:30][N:31]=2)=[O:24])[CH2:38][CH2:44][CH2:43][CH2:42]1. The catalyst class is: 306. (5) Reactant: [F:1][C:2]1[CH:11]=[C:10]2[C:5]([C:6](=O)[CH2:7][C@H:8]([C:12]3[CH:13]=[C:14]([CH:19]=[CH:20][CH:21]=3)[C:15]([O:17][CH3:18])=[O:16])[O:9]2)=[CH:4][CH:3]=1.C([O-])(=O)C.[Na+].[CH3:28][O:29][NH2:30].Cl. Product: [F:1][C:2]1[CH:11]=[C:10]2[C:5]([C:6](=[N:30][O:29][CH3:28])[CH2:7][C@H:8]([C:12]3[CH:13]=[C:14]([CH:19]=[CH:20][CH:21]=3)[C:15]([O:17][CH3:18])=[O:16])[O:9]2)=[CH:4][CH:3]=1. The catalyst class is: 5. (6) Reactant: [N:1]1[CH:6]=[CH:5][CH:4]=[CH:3][C:2]=1[CH:7]1[CH2:12][CH2:11][NH:10][CH2:9][CH2:8]1.C(OC([NH:20][CH2:21][CH2:22][CH2:23]Br)=O)(C)(C)C.C(=O)([O-])[O-].[K+].[K+]. Product: [N:1]1[CH:6]=[CH:5][CH:4]=[CH:3][C:2]=1[CH:7]1[CH2:12][CH2:11][N:10]([CH2:23][CH2:22][CH2:21][NH2:20])[CH2:9][CH2:8]1. The catalyst class is: 12.